From a dataset of Catalyst prediction with 721,799 reactions and 888 catalyst types from USPTO. Predict which catalyst facilitates the given reaction. (1) Reactant: Cl[C:2]1[CH:7]=[C:6]([Cl:8])[N:5]=[C:4]([CH3:9])[N:3]=1.[CH3:10][NH2:11].C([O-])(O)=O.[Na+]. Product: [Cl:8][C:6]1[N:5]=[C:4]([CH3:9])[N:3]=[C:2]([NH:11][CH3:10])[CH:7]=1. The catalyst class is: 396. (2) Reactant: C([N:4]1[C:9]2=[CH:10][CH:11]=[C:12]3[C:17]([N:16]=[C:15]([CH:18]([CH3:20])[CH3:19])[N:14]([C:21]4[CH:26]=[CH:25][C:24]([Cl:27])=[CH:23][CH:22]=4)[C:13]3=[O:28])=[C:8]2[C:7](=[CH2:29])[CH2:6][CH2:5]1)(=O)C.[OH-].[K+].Cl. Product: [Cl:27][C:24]1[CH:23]=[CH:22][C:21]([N:14]2[C:13](=[O:28])[C:12]3[C:17](=[C:8]4[C:7](=[CH2:29])[CH2:6][CH2:5][NH:4][C:9]4=[CH:10][CH:11]=3)[N:16]=[C:15]2[CH:18]([CH3:20])[CH3:19])=[CH:26][CH:25]=1. The catalyst class is: 5. (3) Reactant: [OH:1][C:2]1[CH:3]=[CH:4][C:5]([N+:11]([O-:13])=[O:12])=[C:6]([CH:10]=1)[C:7]([OH:9])=[O:8].[CH2:14](OC(=O)C1C=C(OCCOC)C(OCCOC)=CC=1N)C.S(Cl)(Cl)=O.C(=O)([O-])O.[Na+]. Product: [CH3:14][O:8][C:7](=[O:9])[C:6]1[CH:10]=[C:2]([OH:1])[CH:3]=[CH:4][C:5]=1[N+:11]([O-:13])=[O:12]. The catalyst class is: 5.